From a dataset of Reaction yield outcomes from USPTO patents with 853,638 reactions. Predict the reaction yield, written as a fraction of the theoretical maximum amount of product (1.0 means a 100% yield; for example, 0.34 means a 34% yield). (1) The reactants are [C:1]([CH:9]1[C:13](=[O:14])[N:12](C2C=CC=CC=2)[C:11]([C:21]2[CH:26]=[CH:25][CH:24]=[CH:23][CH:22]=2)=[C:10]1[C:27]([O:29]CC)=[O:28])(=O)[C:2]1[CH:7]=[CH:6][CH:5]=[CH:4][CH:3]=1. The catalyst is CO. The product is [C:2]1([C:1]2[O:29][C:27](=[O:28])[C:10]3[C:9]=2[C:13](=[O:14])[N:12]([C:2]2[CH:7]=[CH:6][CH:5]=[CH:4][CH:3]=2)[C:11]=3[C:21]2[CH:22]=[CH:23][CH:24]=[CH:25][CH:26]=2)[CH:3]=[CH:4][CH:5]=[CH:6][CH:7]=1. The yield is 0.520. (2) The yield is 0.610. The reactants are Cl.[N:2]1[CH:7]=[CH:6][CH:5]=[C:4]([CH2:8][CH2:9][NH:10][C:11]([C:13]2[CH:18]=[CH:17][C:16]([C:19]3[O:20][C:21]([CH3:41])=[C:22]([CH2:24][S:25]([CH:28]4[CH2:33][CH2:32][N:31](C(OC(C)(C)C)=O)[CH2:30][CH2:29]4)(=[O:27])=[O:26])[N:23]=3)=[CH:15][CH:14]=2)=[O:12])[CH:3]=1.[OH-].[Na+].O. The catalyst is ClCCl. The product is [CH3:41][C:21]1[O:20][C:19]([C:16]2[CH:15]=[CH:14][C:13]([C:11]([NH:10][CH2:9][CH2:8][C:4]3[CH:3]=[N:2][CH:7]=[CH:6][CH:5]=3)=[O:12])=[CH:18][CH:17]=2)=[N:23][C:22]=1[CH2:24][S:25]([CH:28]1[CH2:29][CH2:30][NH:31][CH2:32][CH2:33]1)(=[O:27])=[O:26]. (3) The reactants are [CH:1]([O:4][C:5]1[C:10]2[CH2:11][CH:12]([CH2:14]OS(C3C=CC(C)=CC=3)(=O)=O)[O:13][C:9]=2[CH:8]=[C:7]([C:26](=[O:34])[NH:27][C:28]2[CH:32]=[CH:31][N:30]([CH3:33])[N:29]=2)[CH:6]=1)([CH3:3])[CH3:2].[NH2:35][CH2:36][CH2:37][CH3:38]. The catalyst is C1COCC1. The product is [CH3:33][N:30]1[CH:31]=[CH:32][C:28]([NH:27][C:26]([C:7]2[CH:6]=[C:5]([O:4][CH:1]([CH3:3])[CH3:2])[C:10]3[CH2:11][CH:12]([CH2:14][NH:35][CH:36]4[CH2:38][CH2:37]4)[O:13][C:9]=3[CH:8]=2)=[O:34])=[N:29]1. The yield is 0.160. (4) The reactants are [CH:1]1([N:8]2[C:12]3[N:13]=[C:14]([NH:17][C:18]4[CH:26]=[CH:25][C:21]([C:22]([OH:24])=O)=[CH:20][N:19]=4)[N:15]=[CH:16][C:11]=3[CH:10]=[C:9]2[C:27](=[O:31])[N:28]([CH3:30])[CH3:29])[CH2:7][CH2:6][CH2:5][CH2:4][CH2:3][CH2:2]1.[CH:32]12[N:39]([C:40]([O:42][C:43]([CH3:46])([CH3:45])[CH3:44])=[O:41])[CH:36]([CH2:37][CH2:38]1)[CH2:35][NH:34][CH2:33]2. No catalyst specified. The product is [CH:1]1([N:8]2[C:12]3[N:13]=[C:14]([NH:17][C:18]4[CH:26]=[CH:25][C:21]([C:22]([N:34]5[CH2:33][CH:32]6[N:39]([C:40]([O:42][C:43]([CH3:46])([CH3:45])[CH3:44])=[O:41])[CH:36]([CH2:37][CH2:38]6)[CH2:35]5)=[O:24])=[CH:20][N:19]=4)[N:15]=[CH:16][C:11]=3[CH:10]=[C:9]2[C:27](=[O:31])[N:28]([CH3:30])[CH3:29])[CH2:7][CH2:6][CH2:5][CH2:4][CH2:3][CH2:2]1. The yield is 0.730. (5) The reactants are [F:1][C:2]([F:11])([F:10])[C:3]1[CH:9]=[CH:8][C:6]([NH2:7])=[CH:5][CH:4]=1.[N:12]([O-])=O.[Na+].C([O-])(=O)C.[Na+].[C:21]([CH2:24][C:25](=[O:27])[CH3:26])(=[O:23])[CH3:22]. The catalyst is O.Cl.C(O)C. The product is [F:1][C:2]([F:10])([F:11])[C:3]1[CH:9]=[CH:8][C:6]([NH:7][N:12]=[C:24]([C:25](=[O:27])[CH3:26])[C:21](=[O:23])[CH3:22])=[CH:5][CH:4]=1. The yield is 0.310.